This data is from Catalyst prediction with 721,799 reactions and 888 catalyst types from USPTO. The task is: Predict which catalyst facilitates the given reaction. Reactant: Cl.[NH2:2][C:3]1[N:32]=[C:6]2[N:7]([C:22]3[CH:27]=[CH:26][CH:25]=[C:24]([C:28]([F:31])([F:30])[F:29])[CH:23]=3)[C:8]([CH3:21])=[C:9]([C:19]#[N:20])[C@@H:10]([C:11]3[CH:16]=[CH:15][C:14]([C:17]#[N:18])=[CH:13][CH:12]=3)[N:5]2[N:4]=1.[C:33]([O:36][CH2:37][C:38](Cl)=[O:39])(=[O:35])[CH3:34]. Product: [C:33]([O:36][CH2:37][C:38]([NH:2][C:3]1[N:32]=[C:6]2[N:7]([C:22]3[CH:27]=[CH:26][CH:25]=[C:24]([C:28]([F:29])([F:31])[F:30])[CH:23]=3)[C:8]([CH3:21])=[C:9]([C:19]#[N:20])[C@@H:10]([C:11]3[CH:16]=[CH:15][C:14]([C:17]#[N:18])=[CH:13][CH:12]=3)[N:5]2[N:4]=1)=[O:39])(=[O:35])[CH3:34]. The catalyst class is: 17.